From a dataset of Forward reaction prediction with 1.9M reactions from USPTO patents (1976-2016). Predict the product of the given reaction. (1) Given the reactants [NH2:1][C:2]1[S:3][C:4]([C:17]2[CH:22]=[CH:21][CH:20]=[C:19]([F:23])[CH:18]=2)=[C:5]([C:7]([N:9]2[CH2:14][C@H:13]3[C@H:11]([CH2:12]3)[C@H:10]2[CH2:15][NH2:16])=[O:8])[N:6]=1.[C:24]1([C:34](O)=[O:35])[C:33]2[C:28](=[CH:29][CH:30]=[CH:31][CH:32]=2)[CH:27]=[CH:26][CH:25]=1, predict the reaction product. The product is: [NH2:1][C:2]1[S:3][C:4]([C:17]2[CH:22]=[CH:21][CH:20]=[C:19]([F:23])[CH:18]=2)=[C:5]([C:7]([N:9]2[CH2:14][C@H:13]3[C@H:11]([CH2:12]3)[C@H:10]2[CH2:15][NH:16][C:34]([C:24]2[C:33]3[C:28](=[CH:29][CH:30]=[CH:31][CH:32]=3)[CH:27]=[CH:26][CH:25]=2)=[O:35])=[O:8])[N:6]=1. (2) Given the reactants N1C=CC=CC=1.CC(OI1(OC(C)=O)(OC(C)=O)OC(=O)C2C=CC=CC1=2)=O.[N:29]1([CH2:34][C:35]2[CH:40]=[CH:39][C:38]([CH2:41][CH2:42][CH2:43][OH:44])=[CH:37][CH:36]=2)[CH2:33][CH2:32][CH2:31][CH2:30]1, predict the reaction product. The product is: [N:29]1([CH2:34][C:35]2[CH:40]=[CH:39][C:38]([CH2:41][CH2:42][CH:43]=[O:44])=[CH:37][CH:36]=2)[CH2:33][CH2:32][CH2:31][CH2:30]1. (3) Given the reactants I[C:2]1[CH:3]=[CH:4][C:5]2[N:6]([CH:8]=[C:9]([NH:11][C:12]([CH:14]3[CH2:16][CH2:15]3)=[O:13])[N:10]=2)[N:7]=1.[CH3:17][N:18]1[C:22]([CH2:23][NH:24][C:25]2[CH:26]=[C:27]([OH:32])[CH:28]=[CH:29][C:30]=2[CH3:31])=[CH:21][C:20]([CH3:33])=[N:19]1.C(=O)([O-])[O-].[K+].[K+], predict the reaction product. The product is: [CH3:17][N:18]1[C:22]([CH2:23][NH:24][C:25]2[CH:26]=[C:27]([CH:28]=[CH:29][C:30]=2[CH3:31])[O:32][C:2]2[CH:3]=[CH:4][C:5]3[N:6]([CH:8]=[C:9]([NH:11][C:12]([CH:14]4[CH2:16][CH2:15]4)=[O:13])[N:10]=3)[N:7]=2)=[CH:21][C:20]([CH3:33])=[N:19]1. (4) Given the reactants [I:1][C:2]1[CH:3]=[CH:4][C:5]2[O:9][CH2:8][C:7](=O)[C:6]=2[CH:11]=1.Cl.[NH:13]([C:15]1[CH:23]=[CH:22][CH:21]=[CH:20][C:16]=1[C:17]([OH:19])=[O:18])N, predict the reaction product. The product is: [I:1][C:2]1[CH:3]=[CH:4][C:5]2[O:9][C:8]3[C:23]4[C:15](=[C:16]([C:17]([OH:19])=[O:18])[CH:20]=[CH:21][CH:22]=4)[NH:13][C:7]=3[C:6]=2[CH:11]=1. (5) The product is: [S:2]([OH:5])(=[O:4])(=[O:3])[CH3:1].[Cl:6][C:7]1[C:12]2[O:13][C:14]3[C:23]([CH3:24])=[CH:22][C:21]([C:25]([OH:27])=[O:26])=[CH:20][C:15]=3[S:16](=[O:18])(=[O:19])[CH2:17][C:11]=2[CH:10]=[C:9]([N:28]2[CH2:29][CH2:30][NH:31][CH2:32][CH2:33]2)[CH:8]=1. Given the reactants [CH3:1][S:2]([OH:5])(=[O:4])=[O:3].[Cl:6][C:7]1[C:12]2[O:13][C:14]3[C:23]([CH3:24])=[CH:22][C:21]([C:25]([OH:27])=[O:26])=[CH:20][C:15]=3[S:16](=[O:19])(=[O:18])[CH2:17][C:11]=2[CH:10]=[C:9]([N:28]2[CH2:33][CH2:32][NH:31][CH2:30][CH2:29]2)[CH:8]=1, predict the reaction product. (6) Given the reactants [F:1][C:2]1[CH:3]=[C:4]([CH:18]=[CH:19][C:20]=1[O:21][CH3:22])[C:5]([C:7]1[C:16](=[O:17])[C:15]2[C:10](=[CH:11][CH:12]=[CH:13][CH:14]=2)[NH:9][CH:8]=1)=[O:6].Br[CH2:24][C:25]1[CH:30]=[CH:29][CH:28]=[C:27]([C:31]([F:34])([F:33])[F:32])[N:26]=1.CN(C)C=O, predict the reaction product. The product is: [F:1][C:2]1[CH:3]=[C:4]([CH:18]=[CH:19][C:20]=1[O:21][CH3:22])[C:5]([C:7]1[C:16](=[O:17])[C:15]2[C:10](=[CH:11][CH:12]=[CH:13][CH:14]=2)[N:9]([CH2:24][C:25]2[CH:30]=[CH:29][CH:28]=[C:27]([C:31]([F:33])([F:32])[F:34])[N:26]=2)[CH:8]=1)=[O:6].